The task is: Predict the reactants needed to synthesize the given product.. This data is from Full USPTO retrosynthesis dataset with 1.9M reactions from patents (1976-2016). (1) The reactants are: CO.O.[CH3:4][C:5]([C:38]([OH:40])=[O:39])([C:7]1[CH:8]=[CH:9][C:10]([CH:13]([OH:37])[CH2:14][CH2:15][CH2:16][N:17]2[CH2:22][CH2:21][CH:20]([C:23]([OH:36])([C:30]3[CH:31]=[CH:32][CH:33]=[CH:34][CH:35]=3)[C:24]3[CH:25]=[CH:26][CH:27]=[CH:28][CH:29]=3)[CH2:19][CH2:18]2)=[CH:11][CH:12]=1)[CH3:6].[ClH:41]. Given the product [CH3:6][C:5]([C:38]([OH:40])=[O:39])([C:7]1[CH:12]=[CH:11][C:10]([CH:13]([OH:37])[CH2:14][CH2:15][CH2:16][N:17]2[CH2:18][CH2:19][CH:20]([C:23]([OH:36])([C:24]3[CH:29]=[CH:28][CH:27]=[CH:26][CH:25]=3)[C:30]3[CH:31]=[CH:32][CH:33]=[CH:34][CH:35]=3)[CH2:21][CH2:22]2)=[CH:9][CH:8]=1)[CH3:4].[ClH:41], predict the reactants needed to synthesize it. (2) The reactants are: [Cl:1][C:2]1[CH:10]=[C:9]2[C:5]([CH2:6][C:7](=[O:11])[NH:8]2)=[CH:4][CH:3]=1.[Cl:12][C:13]1[C:14]([F:23])=[CH:15][C:16]([O:21][CH3:22])=[C:17]([CH:20]=1)[CH:18]=O.N1CCCC1. Given the product [Cl:1][C:2]1[CH:10]=[C:9]2[C:5](/[C:6](=[CH:18]/[C:17]3[CH:20]=[C:13]([Cl:12])[C:14]([F:23])=[CH:15][C:16]=3[O:21][CH3:22])/[C:7](=[O:11])[NH:8]2)=[CH:4][CH:3]=1, predict the reactants needed to synthesize it. (3) Given the product [CH3:1][O:2][C:3](=[O:17])[C@@H:4]([O:14][CH2:15][CH3:16])[CH2:5][C:6]1[CH:11]=[CH:10][C:9]([O:12][CH2:19][C:20]2[N:21]=[C:22]([C:26]3[CH:31]=[CH:30][CH:29]=[CH:28][CH:27]=3)[O:23][C:24]=2[CH3:25])=[CH:8][C:7]=1[F:13], predict the reactants needed to synthesize it. The reactants are: [CH3:1][O:2][C:3](=[O:17])[C@@H:4]([O:14][CH2:15][CH3:16])[CH2:5][C:6]1[CH:11]=[CH:10][C:9]([OH:12])=[CH:8][C:7]=1[F:13].Cl[CH2:19][C:20]1[N:21]=[C:22]([C:26]2[CH:31]=[CH:30][CH:29]=[CH:28][CH:27]=2)[O:23][C:24]=1[CH3:25].C(=O)([O-])[O-].[Cs+].[Cs+].[I-].[K+]. (4) The reactants are: I[C:2]1[CH:3]=[C:4]2[C:9](=[O:10])[NH:8][CH2:7][CH:6]([CH2:11][C:12]([O:14][CH2:15][CH3:16])=[O:13])[N:5]2[CH:17]=1.[Cl:18][C:19]1[CH:20]=[C:21](B(O)O)[CH:22]=[CH:23][CH:24]=1.C(=O)([O-])[O-].[Cs+].[Cs+].ClCCl. Given the product [Cl:18][C:19]1[CH:24]=[C:23]([C:2]2[CH:3]=[C:4]3[C:9](=[O:10])[NH:8][CH2:7][CH:6]([CH2:11][C:12]([O:14][CH2:15][CH3:16])=[O:13])[N:5]3[CH:17]=2)[CH:22]=[CH:21][CH:20]=1, predict the reactants needed to synthesize it. (5) Given the product [N+:1]([C:4]1[CH:5]=[C:6]([N:10]2[C:11]3[C:12](=[CH:15][CH:16]=[CH:17][N:18]=3)[CH:13]=[C:28]([CH2:27][CH2:26][CH2:25][C:20]3[CH:21]=[N:22][CH:23]=[CH:24][N:19]=3)[C:29]2=[O:30])[CH:7]=[CH:8][CH:9]=1)([O-:3])=[O:2], predict the reactants needed to synthesize it. The reactants are: [N+:1]([C:4]1[CH:5]=[C:6]([NH:10][C:11]2[N:18]=[CH:17][CH:16]=[CH:15][C:12]=2[CH:13]=O)[CH:7]=[CH:8][CH:9]=1)([O-:3])=[O:2].[N:19]1[CH:24]=[CH:23][N:22]=[CH:21][C:20]=1[CH2:25][CH2:26][CH2:27][CH2:28][C:29](OCC)=[O:30].[Li+].CC([N-]C(C)C)C. (6) Given the product [CH:12]1([C:10]2[O:11][C:7]3[CH:6]=[C:5]([N:20]([CH3:25])[S:21]([CH3:24])(=[O:23])=[O:22])[C:4]([B:31]4[O:35][C:34]([CH3:37])([CH3:36])[C:33]([CH3:39])([CH3:38])[O:32]4)=[CH:19][C:8]=3[C:9]=2[C:15]([NH:17][CH3:18])=[O:16])[CH2:14][CH2:13]1, predict the reactants needed to synthesize it. The reactants are: N#N.Br[C:4]1[C:5]([N:20]([CH3:25])[S:21]([CH3:24])(=[O:23])=[O:22])=[CH:6][C:7]2[O:11][C:10]([CH:12]3[CH2:14][CH2:13]3)=[C:9]([C:15]([NH:17][CH3:18])=[O:16])[C:8]=2[CH:19]=1.CC([O-])=O.[K+].[B:31]1([B:31]2[O:35][C:34]([CH3:37])([CH3:36])[C:33]([CH3:39])([CH3:38])[O:32]2)[O:35][C:34]([CH3:37])([CH3:36])[C:33]([CH3:39])([CH3:38])[O:32]1. (7) Given the product [CH2:17]([C:9]1[CH:10]=[C:11]2[C:12]3[CH:16]=[CH:15][S:14][C:13]=3[C:2]3[S:1][CH:5]=[CH:4][C:3]=3[C:6]2=[CH:7][C:8]=1[CH2:25][CH2:26][CH2:27][CH2:28][CH2:29][CH2:30][CH2:31][CH3:32])[CH2:18][CH2:19][CH2:20][CH2:21][CH2:22][CH2:23][CH3:24], predict the reactants needed to synthesize it. The reactants are: [S:1]1[CH:5]=[CH:4][C:3]([C:6]2[C:11]([C:12]3[CH:16]=[CH:15][S:14][CH:13]=3)=[CH:10][C:9]([CH2:17][CH2:18][CH2:19][CH2:20][CH2:21][CH2:22][CH2:23][CH3:24])=[C:8]([CH2:25][CH2:26][CH2:27][CH2:28][CH2:29][CH2:30][CH2:31][CH3:32])[CH:7]=2)=[CH:2]1.II.